Dataset: Forward reaction prediction with 1.9M reactions from USPTO patents (1976-2016). Task: Predict the product of the given reaction. (1) Given the reactants [ClH:1].C(OC([N:9]1[CH2:22][CH:21]2[CH2:23][CH2:24][CH:11]([C:12]3[CH:13]=[C:14]4[C:18](=[CH:19][C:20]=32)[N:17]=[C:16]([CH3:25])[N:15]4[CH2:26][CH3:27])[CH2:10]1)=O)(C)(C)C, predict the reaction product. The product is: [ClH:1].[CH3:25][C:16]1[N:15]([CH2:26][CH3:27])[C:14]2[C:18](=[CH:19][C:20]3[CH:21]4[CH2:23][CH2:24][CH:11]([C:12]=3[CH:13]=2)[CH2:10][NH:9][CH2:22]4)[N:17]=1. (2) Given the reactants Cl.[CH3:2][NH:3][CH2:4][CH2:5][SH:6].[OH-].[Na+].CN(C)CCO[C:14]1[N:19]=[C:18]([NH:20][C:21]2[CH:22]=[C:23]3[C:28](=[CH:29][CH:30]=2)[N:27]=[C:26]([CH3:31])[CH:25]=[C:24]3[NH2:32])[N:17]=[C:16]([S:33][CH3:34])[N:15]=1.O1CCOC[CH2:37]1, predict the reaction product. The product is: [CH3:2][N:3]([CH3:37])[CH2:4][CH2:5][S:6][C:14]1[N:19]=[C:18]([NH:20][C:21]2[CH:22]=[C:23]3[C:28](=[CH:29][CH:30]=2)[N:27]=[C:26]([CH3:31])[CH:25]=[C:24]3[NH2:32])[N:17]=[C:16]([S:33][CH3:34])[N:15]=1.